This data is from NCI-60 drug combinations with 297,098 pairs across 59 cell lines. The task is: Regression. Given two drug SMILES strings and cell line genomic features, predict the synergy score measuring deviation from expected non-interaction effect. (1) Drug 1: CCC1(CC2CC(C3=C(CCN(C2)C1)C4=CC=CC=C4N3)(C5=C(C=C6C(=C5)C78CCN9C7C(C=CC9)(C(C(C8N6C)(C(=O)OC)O)OC(=O)C)CC)OC)C(=O)OC)O.OS(=O)(=O)O. Drug 2: CCCCC(=O)OCC(=O)C1(CC(C2=C(C1)C(=C3C(=C2O)C(=O)C4=C(C3=O)C=CC=C4OC)O)OC5CC(C(C(O5)C)O)NC(=O)C(F)(F)F)O. Cell line: ACHN. Synergy scores: CSS=18.2, Synergy_ZIP=2.72, Synergy_Bliss=2.76, Synergy_Loewe=-71.0, Synergy_HSA=-1.35. (2) Drug 1: CC1=C(C=C(C=C1)NC2=NC=CC(=N2)N(C)C3=CC4=NN(C(=C4C=C3)C)C)S(=O)(=O)N.Cl. Drug 2: CN(C)C1=NC(=NC(=N1)N(C)C)N(C)C. Cell line: M14. Synergy scores: CSS=-8.42, Synergy_ZIP=3.53, Synergy_Bliss=-0.924, Synergy_Loewe=-4.05, Synergy_HSA=-5.23. (3) Drug 1: CC1OCC2C(O1)C(C(C(O2)OC3C4COC(=O)C4C(C5=CC6=C(C=C35)OCO6)C7=CC(=C(C(=C7)OC)O)OC)O)O. Drug 2: C1=C(C(=O)NC(=O)N1)N(CCCl)CCCl. Cell line: MDA-MB-435. Synergy scores: CSS=11.1, Synergy_ZIP=-3.79, Synergy_Bliss=1.42, Synergy_Loewe=-9.03, Synergy_HSA=-1.18. (4) Drug 1: CCCCC(=O)OCC(=O)C1(CC(C2=C(C1)C(=C3C(=C2O)C(=O)C4=C(C3=O)C=CC=C4OC)O)OC5CC(C(C(O5)C)O)NC(=O)C(F)(F)F)O. Drug 2: CC=C1C(=O)NC(C(=O)OC2CC(=O)NC(C(=O)NC(CSSCCC=C2)C(=O)N1)C(C)C)C(C)C. Cell line: CCRF-CEM. Synergy scores: CSS=39.8, Synergy_ZIP=-2.91, Synergy_Bliss=-5.16, Synergy_Loewe=-23.8, Synergy_HSA=-5.85. (5) Drug 1: C1CCC(CC1)NC(=O)N(CCCl)N=O. Drug 2: COCCOC1=C(C=C2C(=C1)C(=NC=N2)NC3=CC=CC(=C3)C#C)OCCOC.Cl. Cell line: COLO 205. Synergy scores: CSS=18.3, Synergy_ZIP=-8.02, Synergy_Bliss=0.106, Synergy_Loewe=-2.48, Synergy_HSA=-0.874.